Dataset: CYP3A4 inhibition data for predicting drug metabolism from PubChem BioAssay. Task: Regression/Classification. Given a drug SMILES string, predict its absorption, distribution, metabolism, or excretion properties. Task type varies by dataset: regression for continuous measurements (e.g., permeability, clearance, half-life) or binary classification for categorical outcomes (e.g., BBB penetration, CYP inhibition). Dataset: cyp3a4_veith. (1) The drug is COc1ccc(Sc2ccc(NC(=O)c3ccccc3Cl)cc2C#N)cc1. The result is 1 (inhibitor). (2) The result is 1 (inhibitor). The molecule is COc1ccc(C2(C)NC(=O)N(CC(=O)Nc3ccc4c(c3)OCO4)C2=O)cc1OC. (3) The result is 1 (inhibitor). The drug is O=C(Nc1ncc(Cc2cc(Cl)ccc2Cl)s1)c1ccc([N+](=O)[O-])cc1. (4) The compound is O=C(Nc1cccc(F)c1)N1CCCC2(CCN(C(=O)c3cccc(F)c3)CC2)C1. The result is 1 (inhibitor). (5) The drug is COc1ccc(CCN(C)CCCOc2ccc(S(=O)(=O)c3[nH]c4ccccc4c3C(C)C)cc2)cc1OC. The result is 1 (inhibitor).